Dataset: Forward reaction prediction with 1.9M reactions from USPTO patents (1976-2016). Task: Predict the product of the given reaction. (1) Given the reactants [Cl:1][C:2]1[C:7]([CH2:8][C:9](OC)=[O:10])=[C:6]([NH:13][CH2:14][C:15]2[CH:20]=[CH:19][C:18]([O:21][CH3:22])=[CH:17][CH:16]=2)[N:5]=[CH:4][N:3]=1.Cl.O, predict the reaction product. The product is: [Cl:1][C:2]1[C:7]2[CH2:8][C:9](=[O:10])[N:13]([CH2:14][C:15]3[CH:20]=[CH:19][C:18]([O:21][CH3:22])=[CH:17][CH:16]=3)[C:6]=2[N:5]=[CH:4][N:3]=1. (2) The product is: [C:3]([CH:4]([C:5](=[O:8])[CH2:6][CH3:7])[CH2:11][C:12]([C:14]1[CH:15]=[C:16]2[C:21](=[CH:22][CH:23]=1)[O:20][CH2:19][CH2:18][C:17]2([CH3:25])[CH3:24])=[O:13])(=[O:9])[CH3:2]. Given the reactants [Na].[CH3:2][C:3](=[O:9])[CH2:4][C:5](=[O:8])[CH2:6][CH3:7].Br[CH2:11][C:12]([C:14]1[CH:15]=[C:16]2[C:21](=[CH:22][CH:23]=1)[O:20][CH2:19][CH2:18][C:17]2([CH3:25])[CH3:24])=[O:13].O, predict the reaction product. (3) Given the reactants [Br:1][C:2]1[CH:3]=[C:4]([CH2:8][C:9]#[N:10])[CH:5]=[CH:6][CH:7]=1.[OH-].[Na+].Br[CH2:14][CH2:15]Cl, predict the reaction product. The product is: [Br:1][C:2]1[CH:3]=[C:4]([C:8]2([C:9]#[N:10])[CH2:15][CH2:14]2)[CH:5]=[CH:6][CH:7]=1.